From a dataset of Experimentally validated miRNA-target interactions with 360,000+ pairs, plus equal number of negative samples. Binary Classification. Given a miRNA mature sequence and a target amino acid sequence, predict their likelihood of interaction. (1) The miRNA is hsa-miR-6127 with sequence UGAGGGAGUGGGUGGGAGG. The protein sequence of the target gene is MEGFMDSGTQTDAVVVLSLAQAAVLGLVSENELFGATISAEAFYPDLGPELSGAAMGEPEPPGPDVYQLACNGRALEEPAEEEVLEVEAACEKHTRRKTRPPVRLVPKVKFEKVEEEEQEVYEVSVPGDDKDAGPAEAPAEAASGGCDALVQSSAVKMIDLSAFSRKPRTLRHLPRTPRPELNVAPYDPHFPAPARDGFPEPSMALPGPEALPTECGFEPPHLAPLSDPEAPSMESPEPVKPEQGFVWQEASEFEADTAGSTVERHKKAQLDRLDINVQIDDSYLVEAGDRQKRWQCRMC.... Result: 1 (interaction). (2) Result: 1 (interaction). The protein sequence of the target gene is MNKVEQKSQESVSFKDVTVGFTQEEWQHLDPSQRALYRDVMLENYSNLVSVGYCVHKPEVIFRLQQGEEPWKQEEEFPSQSFPVWTADHLKERSQENQSKHLWEVVFINNEMLTKEQGDVIGIPFNVDVSSFPSRKMFCQCDSCGMSFNTVSELVISKINYLGKKSDEFNACGKLLLNIKHDETHTQEKNEVLKNRNTLSHHEETLQHEKIQTLEHNFEYSICQETLLEKAVFNTQKRENAEENNCDYNEFGRTLCDSSSLLFHQISPSRDNHYEFSDCEKFLCVKSTLSKPHGVSMKHY.... The miRNA is hsa-miR-3975 with sequence UGAGGCUAAUGCACUACUUCAC. (3) The miRNA is hsa-miR-30c-2-3p with sequence CUGGGAGAAGGCUGUUUACUCU. The protein sequence of the target gene is MAATAAAVVAEEDTELRDLLVQTLENSGVLNRIKAELRAAVFLALEEQEKVENKTPLVNESLKKFLNTKDGRLVASLVAEFLQFFNLDFTLAVFQPETSTLQGLEGRENLARDLGIIEAEGTVGGPLLLEVIRRCQQKEKGPTTGEGALDLSDVHSPPKSPEGKTSAQTTPSKIPRYKGQGKKKTSGQKAGDKKANDEANQSDTSVSLSEPKSKSSLHLLSHETKIGSFLSNRTLDGKDKAGLCPDEDDMEGDSFFDDPIPKPEKTYGLRKEPRKQAGSLASLSDAPPLKSGLSSLAGAP.... Result: 1 (interaction). (4) The miRNA is hsa-miR-33a-3p with sequence CAAUGUUUCCACAGUGCAUCAC. The protein sequence of the target gene is MPQLSQDNQECLQKHFSRPSIWTQFLPLFRAQRYNTDIHQITENEGDLRAVPDIKSFPPAQLPDSPAAPKLFGLLSSPLSSLARFFSHLLRRPPPEAPRRRLDFSPLLPALPAARLSRGHEELPGRLSLLLGAALALPGRPSGGRPLRPPHPVAKPREEDATAGQSSPMPQMGSERMEMRKRQMPAAQDTPGAAPGQPGAGSRGSNACCFCWCCCCSCSCLTVRNQEDQRPTIASHELRADLPTWEESPAPTLEEVNAWAQSFDKLMVTPAGRNAFREFLRTEFSEENMLFWMACEELKK.... Result: 0 (no interaction). (5) Result: 0 (no interaction). The miRNA is hsa-miR-5681a with sequence AGAAAGGGUGGCAAUACCUCUU. The protein sequence of the target gene is MVSSDRPVSLEDEVSHSMKEMIGGCCVCSDERGWAENPLVYCDGHGCSVAVHQACYGIVQVPTGPWFCRKCESQERAARVRCELCPHKDGALKRTDNGGWAHVVCALYIPEVQFANVSTMEPIVLQSVPHDRYNKTCYICDEQGRESKAATGACMTCNKHGCRQAFHVTCAQFAGLLCEEEGNGADNVQYCGYCKYHFSKLKKSKRGSNRSYEQSLSDSSSHSQDKHHEKEKKKYKEKDKHKQKHKKQPEPSPALVPSLTVTTEKTYTSTSNNSISGSLKRLEDTAARFTNANFQEVSAH.... (6) The miRNA is hsa-miR-450a-1-3p with sequence AUUGGGAACAUUUUGCAUGUAU. The protein sequence of the target gene is MAGKVKWVTDIEKSVLINNFEKRGWVQVTENEDWNFYWMSVQTIRNVFSVEAGYRLSDDQIVNHFPNHYELTRKDLMVKNIKRYRKELEKEGSPLAEKDENGKYLYLDFVPVTYMLPADYNLFVEEFRKSPSSTWIMKPCGKAQGKGIFLINKLSQIKKWSRDSKTSSFVSQSNKEAYVISLYINNPLLIGGRKFDLRLYVLVSTYRPLRCYMYKLGFCRFCTVKYTPSTSELDNMFVHLTNVAIQKHGEDYNHIHGGKWTVSNLRLYLESTRGKEVTSKLFDEIHWIIVQSLKAVAPVM.... Result: 1 (interaction). (7) The miRNA is hsa-miR-4670-5p with sequence AAGCGACCAUGAUGUAACUUCA. The protein sequence of the target gene is MAAPVRRTLLGVAGGWRRFERLWAGSLSSRSLALAAAPSSNGSPWRLLGALCLQRPPVVSKPLTPLQEEMASLLQQIEIERSLYSDHELRALDENQRLAKKKADLHDEEDEQDILLAQDLEDMWEQKFLQFKLGARITEADEKNDRTSLNRKLDRNLVLLVREKFGDQDVWILPQAEWQPGETLRGTAERTLATLSENNMEAKFLGNAPCGHYTFKFPQAMRTESNLGAKVFFFKALLLTGDFSQAGNKGHHVWVTKDELGDYLKPKYLAQVRRFVSDL. Result: 0 (no interaction). (8) Result: 0 (no interaction). The protein sequence of the target gene is MLLFCPGCGNGLIVEEGQRCHRFACNTCPYVHNITRKVTNRKYPKLKEVDDVLGGAAAWENVDSTAEPCPKCEHPRAYFMQLQTRSADEPMTTFYKCCNAQCGHRWRD. The miRNA is dme-miR-5-5p with sequence AAAGGAACGAUCGUUGUGAUAUG. (9) The miRNA is hsa-miR-5094 with sequence AAUCAGUGAAUGCCUUGAACCU. The protein sequence of the target gene is MVDGVMILPVLMMMAFPSPSVEDEKPKVNQKLYMCVCEGLSCGNEDHCEGQQCFSSLSINDGFHVYQKGCFQVYEQGKMTCKTPPSPGQAVECCQGDWCNRNITAQLPTKGKSFPGTQNFHLEVGLIILSVVFAVCLLACILGVALRKFKRRNQERLNPRDVEYGTIEGLITTNVGDSTLAELLDHSCTSGSGSGLPFLVQRTVARQITLLECVGKGRYGEVWRGSWQGENVAVKIFSSRDEKSWFRETELYNTVMLRHENILGFIASDMTSRHSSTQLWLITHYHEMGSLYDYLQLTTL.... Result: 0 (no interaction).